From a dataset of Full USPTO retrosynthesis dataset with 1.9M reactions from patents (1976-2016). Predict the reactants needed to synthesize the given product. (1) Given the product [CH2:10]=[CH:11][C@@H:12]1[C@@H:17]2[CH2:18][C@H:19]([C@@H:20]([OH:31])[C:21]3[C:30]4[C:25](=[CH:26][CH:27]=[CH:28][CH:29]=4)[N:24]=[CH:23][CH:22]=3)[N:14]([CH2:15][CH2:16]2)[CH2:13]1, predict the reactants needed to synthesize it. The reactants are: N1C2C(=CC=CC=2)C=C1.[CH2:10]=[CH:11][C@@H:12]1[C@@H:17]2[CH2:18][C@@H:19]([C@H:20]([OH:31])[C:21]3[C:30]4[C:25](=[CH:26][CH:27]=[CH:28][CH:29]=4)[N:24]=[CH:23][CH:22]=3)[N:14]([CH2:15][CH2:16]2)[CH2:13]1. (2) Given the product [OH:50][CH:47]([CH2:48][OH:49])[CH2:46][N:45]([CH3:44])[S:2]([C:5]1[CH:6]=[C:7]([CH:41]=[CH:42][CH:43]=1)[C:8]([NH:10][C:11]1[S:12][C:13]2[CH2:40][CH2:39][CH2:38][CH2:37][C:14]=2[C:15]=1[C:16]([NH:18][C:19]1[CH:24]=[CH:23][C:22]([CH2:25][CH2:26][C:27]2[CH:36]=[CH:35][C:30]([C:31]([O:33][CH3:34])=[O:32])=[CH:29][CH:28]=2)=[CH:21][CH:20]=1)=[O:17])=[O:9])(=[O:4])=[O:3], predict the reactants needed to synthesize it. The reactants are: Cl[S:2]([C:5]1[CH:6]=[C:7]([CH:41]=[CH:42][CH:43]=1)[C:8]([NH:10][C:11]1[S:12][C:13]2[CH2:40][CH2:39][CH2:38][CH2:37][C:14]=2[C:15]=1[C:16]([NH:18][C:19]1[CH:24]=[CH:23][C:22]([CH2:25][CH2:26][C:27]2[CH:36]=[CH:35][C:30]([C:31]([O:33][CH3:34])=[O:32])=[CH:29][CH:28]=2)=[CH:21][CH:20]=1)=[O:17])=[O:9])(=[O:4])=[O:3].[CH3:44][NH:45][CH2:46][CH:47]([OH:50])[CH2:48][OH:49]. (3) Given the product [Cl:8][C:5]1[CH:4]=[C:3]([OH:9])[C:2]([Cl:1])=[CH:7][C:6]=1[S:11]([Cl:10])(=[O:13])=[O:12], predict the reactants needed to synthesize it. The reactants are: [Cl:1][C:2]1[CH:7]=[CH:6][C:5]([Cl:8])=[CH:4][C:3]=1[OH:9].[Cl:10][S:11](O)(=[O:13])=[O:12]. (4) The reactants are: [Br:1][C:2]1[C:3]([O:13][CH3:14])=[C:4]([CH:8]=[C:9]([O:11][CH3:12])[CH:10]=1)[C:5](O)=[O:6].S(Cl)(Cl)=O.C([N:21](CC)CC)C. Given the product [Br:1][C:2]1[C:3]([O:13][CH3:14])=[C:4]([CH:8]=[C:9]([O:11][CH3:12])[CH:10]=1)[C:5]([NH2:21])=[O:6], predict the reactants needed to synthesize it. (5) Given the product [CH2:11]([NH:1][CH2:2][C@@H:3]([C:5]1[CH:10]=[CH:9][CH:8]=[CH:7][CH:6]=1)[OH:4])[CH3:12], predict the reactants needed to synthesize it. The reactants are: [NH2:1][CH2:2][C@@H:3]([C:5]1[CH:10]=[CH:9][CH:8]=[CH:7][CH:6]=1)[OH:4].[CH:11](=O)[CH3:12].[BH4-].[Na+]. (6) The reactants are: [CH3:1][C:2]1[CH:7]=[CH:6][N:5]=[C:4]2[N:8]([C:14]3[CH:19]=[CH:18][C:17]([OH:20])=[CH:16][CH:15]=3)[C:9]3[N:10]([CH:11]=[CH:12][N:13]=3)[C:3]=12.CC(C)([O-])C.[K+].[CH3:27][O:28][CH2:29][CH2:30][N:31]1[C:35]2=[N:36][CH:37]=[CH:38][CH:39]=[C:34]2[N:33]=[C:32]1S(C)(=O)=O.O. Given the product [CH3:27][O:28][CH2:29][CH2:30][N:31]1[C:35]2=[N:36][CH:37]=[CH:38][CH:39]=[C:34]2[N:33]=[C:32]1[O:20][C:17]1[CH:18]=[CH:19][C:14]([N:8]2[C:4]3=[N:5][CH:6]=[CH:7][C:2]([CH3:1])=[C:3]3[N:10]3[CH:11]=[CH:12][N:13]=[C:9]23)=[CH:15][CH:16]=1, predict the reactants needed to synthesize it.